From a dataset of Reaction yield outcomes from USPTO patents with 853,638 reactions. Predict the reaction yield, written as a fraction of the theoretical maximum amount of product (1.0 means a 100% yield; for example, 0.34 means a 34% yield). (1) The reactants are [CH3:1][O:2][C:3]1[CH:19]=[CH:18][C:6]2[N:7]3[CH:12]=[C:11]([C:13](OCC)=[O:14])[N:10]=[C:8]3[S:9][C:5]=2[CH:4]=1.[H-].[H-].[H-].[H-].[Li+].[Al+3]. No catalyst specified. The product is [CH3:1][O:2][C:3]1[CH:19]=[CH:18][C:6]2[N:7]3[CH:12]=[C:11]([CH2:13][OH:14])[N:10]=[C:8]3[S:9][C:5]=2[CH:4]=1. The yield is 0.400. (2) The reactants are [C:1]([O:5][C:6]([NH:8][C@@H:9]([CH2:13][CH2:14][C:15]1[CH:20]=[CH:19][CH:18]=[CH:17][CH:16]=1)[C:10]([OH:12])=[O:11])=[O:7])([CH3:4])([CH3:3])[CH3:2].C(N(CC)CC)C.ClC(O[CH2:32][C:33]1[CH:38]=[CH:37][CH:36]=[CH:35][CH:34]=1)=O. The catalyst is ClCCl.CN(C1C=CN=CC=1)C. The product is [CH2:32]([O:11][C:10](=[O:12])[C@@H:9]([NH:8][C:6]([O:5][C:1]([CH3:4])([CH3:2])[CH3:3])=[O:7])[CH2:13][CH2:14][C:15]1[CH:16]=[CH:17][CH:18]=[CH:19][CH:20]=1)[C:33]1[CH:38]=[CH:37][CH:36]=[CH:35][CH:34]=1. The yield is 0.760. (3) The reactants are [CH3:1][C:2]1[CH:7]=[CH:6][CH:5]=[CH:4][C:3]=1[N:8]1[CH:13]=[CH:12][CH:11]=[C:10]([C:14]([O:16]C)=[O:15])[C:9]1=[O:18].[OH-].[Na+].Cl. The catalyst is CO. The product is [CH3:1][C:2]1[CH:7]=[CH:6][CH:5]=[CH:4][C:3]=1[N:8]1[CH:13]=[CH:12][CH:11]=[C:10]([C:14]([OH:16])=[O:15])[C:9]1=[O:18]. The yield is 0.850. (4) The reactants are C(OC([NH:8][C:9]([CH3:44])([C:11]([O:13][C@@H:14]([CH3:43])[CH2:15][O:16][C:17]1[CH:22]=[CH:21][C:20]([C:23]([F:26])([F:25])[F:24])=[CH:19][C:18]=1[C:27](/[N:29]=[C:30]1\[S:31][C:32]2[CH:37]=[CH:36][N:35]=[CH:34][C:33]=2[N:38]\1[CH2:39][CH2:40][CH2:41][CH3:42])=[O:28])=[O:12])[CH3:10])=O)(C)(C)C.FC(F)(F)C(O)=O.C(=O)(O)[O-].[Na+]. The catalyst is ClCCl. The product is [CH3:44][C:9]([C:11]([O:13][C@@H:14]([CH3:43])[CH2:15][O:16][C:17]1[CH:22]=[CH:21][C:20]([C:23]([F:26])([F:25])[F:24])=[CH:19][C:18]=1[C:27](/[N:29]=[C:30]1\[S:31][C:32]2[CH:37]=[CH:36][N:35]=[CH:34][C:33]=2[N:38]\1[CH2:39][CH2:40][CH2:41][CH3:42])=[O:28])=[O:12])([CH3:10])[NH2:8]. The yield is 0.900. (5) The reactants are ClC[C:3]([C:5]1[CH:10]=[CH:9][C:8]([CH2:11][CH2:12][C:13]([O:15]CC)=[O:14])=[CH:7][CH:6]=1)=[O:4].[N+:18]([O-])([OH:20])=[O:19].[OH2:22]. The catalyst is S(=O)(=O)(O)O. The product is [C:13]([CH2:12][CH2:11][C:8]1[CH:9]=[CH:10][C:5]([C:3]([OH:4])=[O:22])=[CH:6][C:7]=1[N+:18]([O-:20])=[O:19])([OH:15])=[O:14]. The yield is 0.970. (6) The reactants are [CH2:1]([O:3][C:4]([C:6]1[CH2:10][CH2:9][CH2:8][C:7]=1[NH:11][CH2:12][CH3:13])=[O:5])[CH3:2].C(O[BH-](OC(=O)C)OC(=O)C)(=O)C.[Na+]. The product is [CH2:1]([O:3][C:4]([CH:6]1[CH2:10][CH2:9][CH2:8][CH:7]1[NH:11][CH2:12][CH3:13])=[O:5])[CH3:2]. The catalyst is C(O)(=O)C. The yield is 0.283. (7) The reactants are [F-].C([N+](CCCC)(CCCC)CCCC)CCC.[Si]([O:26][C@@H:27]([CH2:40][CH2:41][CH2:42][CH2:43][CH2:44][CH3:45])[C@H:28]([N:30]1[CH:38]=[N:37][C:36]2[C:31]1=[N:32][CH:33]=[N:34][C:35]=2[NH2:39])[CH3:29])(C(C)(C)C)(C)C.ClCCl.CO. The catalyst is O1CCCC1. The product is [NH2:39][C:35]1[N:34]=[CH:33][N:32]=[C:31]2[C:36]=1[N:37]=[CH:38][N:30]2[C@@H:28]([C@@H:27]([OH:26])[CH2:40][CH2:41][CH2:42][CH2:43][CH2:44][CH3:45])[CH3:29]. The yield is 0.700. (8) The catalyst is ClCCl.C(=O)(O)[O-].[Na+]. The reactants are [CH2:1]([O:8][C:9]([N:11]1[CH2:15][CH:14]2[C:16](=[O:19])[CH2:17][CH2:18][CH:13]2[CH2:12]1)=[O:10])[C:2]1[CH:7]=[CH:6][CH:5]=[CH:4][CH:3]=1.N1C(C)=CC=CC=1C.FC(F)(F)S(O[Si:34]([C:37]([CH3:40])([CH3:39])[CH3:38])([CH3:36])[CH3:35])(=O)=O. The yield is 0.920. The product is [CH2:1]([O:8][C:9]([N:11]1[CH2:12][CH:13]2[CH2:18][CH:17]=[C:16]([O:19][Si:34]([C:37]([CH3:40])([CH3:39])[CH3:38])([CH3:36])[CH3:35])[CH:14]2[CH2:15]1)=[O:10])[C:2]1[CH:7]=[CH:6][CH:5]=[CH:4][CH:3]=1.